From a dataset of Full USPTO retrosynthesis dataset with 1.9M reactions from patents (1976-2016). Predict the reactants needed to synthesize the given product. (1) Given the product [Br:15][C:16]1[CH:17]=[C:18]([NH:19][C:3]([C:4]2[C:8]([NH:9][CH2:10][CH2:11][O:12][CH3:13])=[N:7][O:6][N:5]=2)=[N:2][OH:1])[CH:20]=[CH:21][C:22]=1[F:23], predict the reactants needed to synthesize it. The reactants are: [OH:1][N:2]=[C:3](Cl)[C:4]1[C:8]([NH:9][CH2:10][CH2:11][O:12][CH3:13])=[N:7][O:6][N:5]=1.[Br:15][C:16]1[CH:17]=[C:18]([CH:20]=[CH:21][C:22]=1[F:23])[NH2:19].C(=O)(O)[O-].[Na+]. (2) Given the product [F:3][C:4]1[CH:5]=[C:6]([C:10]2[C@:11]3([CH2:27][CH2:26][C@H:25]4[C@@H:16]([CH2:17][CH2:18][C:19]5[CH:20]=[C:21]([C:28]([NH:31][C@@H:32]([CH3:41])[CH2:33][C:34]([OH:36])=[O:35])=[O:29])[CH:22]=[CH:23][C:24]=54)[C@@H:13]3[CH2:14][CH:15]=2)[CH3:12])[CH:7]=[N:8][CH:9]=1, predict the reactants needed to synthesize it. The reactants are: [OH-].[Na+].[F:3][C:4]1[CH:5]=[C:6]([C:10]2[C@:11]3([CH2:27][CH2:26][C@H:25]4[C@@H:16]([CH2:17][CH2:18][C:19]5[CH:20]=[C:21]([C:28](O)=[O:29])[CH:22]=[CH:23][C:24]=54)[C@@H:13]3[CH2:14][CH:15]=2)[CH3:12])[CH:7]=[N:8][CH:9]=1.[NH2:31][C@@H:32]([CH3:41])[CH2:33][C:34]([O:36]C(C)(C)C)=[O:35]. (3) The reactants are: [C:1]([O:5][C:6]([NH:8][CH2:9][C:10]1[C:11]([C:33]2[CH:38]=[CH:37][C:36]([CH3:39])=[CH:35][CH:34]=2)=[C:12](/[CH:21]=[CH:22]/[C:23]2[CH:32]=[CH:31][CH:30]=[CH:29][C:24]=2[C:25]([O:27][CH3:28])=[O:26])[C:13]([CH3:20])=[N:14][C:15]=1[CH2:16][CH:17]([CH3:19])[CH3:18])=[O:7])([CH3:4])([CH3:3])[CH3:2].[H][H]. Given the product [C:1]([O:5][C:6]([NH:8][CH2:9][C:10]1[C:11]([C:33]2[CH:38]=[CH:37][C:36]([CH3:39])=[CH:35][CH:34]=2)=[C:12]([CH2:21][CH2:22][C:23]2[CH:32]=[CH:31][CH:30]=[CH:29][C:24]=2[C:25]([O:27][CH3:28])=[O:26])[C:13]([CH3:20])=[N:14][C:15]=1[CH2:16][CH:17]([CH3:18])[CH3:19])=[O:7])([CH3:2])([CH3:3])[CH3:4], predict the reactants needed to synthesize it. (4) Given the product [CH3:1][C:2]1[N:3]=[C:4]([C:7]2[CH:12]=[C:11]([CH:10]=[CH:9][N:8]=2)[CH:13]=[O:14])[S:5][CH:6]=1, predict the reactants needed to synthesize it. The reactants are: [CH3:1][C:2]1[N:3]=[C:4]([C:7]2[CH:12]=[C:11]([CH2:13][OH:14])[CH:10]=[CH:9][N:8]=2)[S:5][CH:6]=1. (5) The reactants are: [C:1]([O:5][C@@H:6]([C:11]1[C:26]([CH3:27])=[CH:25][C:14]2[N:15]=[C:16]([C:18]3[CH:23]=[CH:22][N:21]=[C:20](Cl)[N:19]=3)[S:17][C:13]=2[C:12]=1[C:28]1[CH:33]=[CH:32][C:31]([Cl:34])=[CH:30][CH:29]=1)[C:7]([O:9][CH3:10])=[O:8])([CH3:4])([CH3:3])[CH3:2].[C:35]([N:39]1[CH2:44][CH2:43][NH:42][CH2:41][CH2:40]1)([CH3:38])([CH3:37])[CH3:36]. Given the product [C:1]([O:5][C@@H:6]([C:11]1[C:26]([CH3:27])=[CH:25][C:14]2[N:15]=[C:16]([C:18]3[CH:23]=[CH:22][N:21]=[C:20]([N:42]4[CH2:43][CH2:44][N:39]([C:35]([CH3:38])([CH3:37])[CH3:36])[CH2:40][CH2:41]4)[N:19]=3)[S:17][C:13]=2[C:12]=1[C:28]1[CH:29]=[CH:30][C:31]([Cl:34])=[CH:32][CH:33]=1)[C:7]([O:9][CH3:10])=[O:8])([CH3:2])([CH3:4])[CH3:3], predict the reactants needed to synthesize it.